This data is from Full USPTO retrosynthesis dataset with 1.9M reactions from patents (1976-2016). The task is: Predict the reactants needed to synthesize the given product. (1) Given the product [CH3:12][N:13]1[C:8](=[O:10])[C@@H:7]([C:4]2[CH:5]=[CH:6][CH:1]=[CH:2][CH:3]=2)[NH:11][C@H:14]1[C:15]1[CH:20]=[CH:19][CH:18]=[CH:17][CH:16]=1, predict the reactants needed to synthesize it. The reactants are: [CH:1]1[CH:2]=[CH:3][C:4]([C@@H:7]([NH2:11])[C:8]([OH:10])=O)=[CH:5][CH:6]=1.[CH3:12][NH-:13].[CH:14](=O)[C:15]1[CH:20]=[CH:19][CH:18]=[CH:17][CH:16]=1.O.C1(C)C=CC(S(O)(=O)=O)=CC=1.C(OCC)(=O)C. (2) Given the product [Cl:1][C:2]1[C:7]([CH3:8])=[CH:6][C:5]([OH:9])=[C:4]([N+:11]([O-:13])=[O:12])[C:3]=1[CH3:10], predict the reactants needed to synthesize it. The reactants are: [Cl:1][C:2]1[C:7]([CH3:8])=[CH:6][C:5]([OH:9])=[CH:4][C:3]=1[CH3:10].[N+:11]([O-])([OH:13])=[O:12]. (3) Given the product [CH3:49][C:35]1([CH3:34])[C:43]2[CH:42]=[C:41]([NH2:1])[CH:40]=[CH:39][C:38]=2[C:37]([C:79]2[CH:80]=[CH:81][C:82]([NH2:78])=[CH:56][CH:75]=2)([CH3:32])[CH2:36]1.[CH:43]1[C:38]([C:5]([C:61]2[CH:66]=[CH:65][C:64]3[C:67]([O:69][C:70](=[O:71])[C:63]=3[CH:62]=2)=[O:68])=[O:6])=[CH:39][C:40]2[C:47]([O:46][C:44](=[O:45])[C:41]=2[CH:42]=1)=[O:48], predict the reactants needed to synthesize it. The reactants are: [NH2:1]C1C=C[C:5]([O:6]C2C=CC(C(C3C=CC(OC4C=CC(N)=CC=4)=CC=3)(C)C)=CC=2)=CC=1.[CH:32]1[C:37]([C:38]2[CH:43]=[CH:42][C:41]3[C:44]([O:46][C:47](=[O:48])[C:40]=3[CH:39]=2)=[O:45])=[CH:36][C:35]2[C:49](OC(=O)[C:34]=2C=1)=O.C1C(O[C:61]2[CH:66]=[CH:65][C:64]3[C:67]([O:69][C:70](=[O:71])[C:63]=3[CH:62]=2)=[O:68])=CC2C(O[C:75](=O)[C:56]=2C=1)=O.C[N:78]1[CH2:82][CH2:81][CH2:80][C:79]1=O.